This data is from Forward reaction prediction with 1.9M reactions from USPTO patents (1976-2016). The task is: Predict the product of the given reaction. (1) Given the reactants [C:1]([C:4]1[CH:9]=[CH:8][C:7]([C:10]2[CH:15]=[CH:14][CH:13]=[C:12]([CH:16]3[N:20]([C:21]4[CH:26]=[CH:25][CH:24]=[CH:23][C:22]=4[Cl:27])[N:19]=[C:18]([C:28]([C:34]([F:37])([F:36])[F:35])([C:30]([F:33])([F:32])[F:31])[OH:29])[CH2:17]3)[CH:11]=2)=[CH:6][CH:5]=1)(=[O:3])[CH3:2].[CH3:38][Mg]Cl, predict the reaction product. The product is: [Cl:27][C:22]1[CH:23]=[CH:24][CH:25]=[CH:26][C:21]=1[N:20]1[CH:16]([C:12]2[CH:11]=[C:10]([C:7]3[CH:6]=[CH:5][C:4]([C:1]([OH:3])([CH3:38])[CH3:2])=[CH:9][CH:8]=3)[CH:15]=[CH:14][CH:13]=2)[CH2:17][C:18]([C:28]([C:34]([F:37])([F:36])[F:35])([C:30]([F:31])([F:32])[F:33])[OH:29])=[N:19]1. (2) Given the reactants C1(C[O:5][C:6]2[CH:11]=[C:10]([O:12][CH3:13])[C:9]([F:14])=[CH:8][C:7]=2[C:15]2[C:16]3[NH:23][C:22]([CH3:24])=[C:21]([C:25]([OH:27])=O)[C:17]=3[N:18]=[CH:19][N:20]=2)CC1.CCN([CH:34]([CH3:36])[CH3:35])C(C)C.[NH2:37][C@H:38]([CH2:68][C:69]1[CH:74]=[CH:73][C:72]([O:75][CH2:76][CH3:77])=[CH:71][CH:70]=1)[C:39]([N:41]1[CH2:46][CH2:45][CH:44]([N:47]2[N:56]=[C:55]([C:57]3[CH:62]=[CH:61][C:60]([O:63][CH3:64])=[C:59]([O:65][CH3:66])[CH:58]=3)[C@@H:54]3[C@@H:49]([CH2:50][CH2:51][CH2:52][CH2:53]3)[C:48]2=[O:67])[CH2:43][CH2:42]1)=[O:40].[CH3:78]COC(C(C#N)=NOC(N1CCOCC1)=[N+](C)C)=O.F[P-](F)(F)(F)(F)F.C(=O)(O)[O-].[Na+], predict the reaction product. The product is: [CH:34]1([CH2:35][O:5][C:6]2[CH:11]=[C:10]([O:12][CH3:13])[C:9]([F:14])=[CH:8][C:7]=2[C:15]2[C:16]3[NH:23][C:22]([CH3:24])=[C:21]([C:25]([NH:37][C@H:38]([CH2:68][C:69]4[CH:70]=[CH:71][C:72]([O:75][CH2:76][CH3:77])=[CH:73][CH:74]=4)[C:39]([N:41]4[CH2:42][CH2:43][CH:44]([N:47]5[N:56]=[C:55]([C:57]6[CH:62]=[CH:61][C:60]([O:63][CH3:64])=[C:59]([O:65][CH3:66])[CH:58]=6)[C@@H:54]6[C@@H:49]([CH2:50][CH2:51][CH2:52][CH2:53]6)[C:48]5=[O:67])[CH2:45][CH2:46]4)=[O:40])=[O:27])[C:17]=3[N:18]=[CH:19][N:20]=2)[CH2:36][CH2:78]1. (3) Given the reactants [Cl:1][C:2]1[CH:3]=[CH:4][C:5]([N:16]2[CH:20]=[C:19]([Si](C)(C)C)[N:18]=[N:17]2)=[C:6]([C:8]2[CH:13]=[C:12]([O:14][CH3:15])[N:11]=[CH:10][N:9]=2)[CH:7]=1.[CH2:25]([OH:28])C#C, predict the reaction product. The product is: [Cl:1][C:2]1[CH:3]=[CH:4][C:5]([N:16]2[CH:20]=[C:19]([CH2:25][OH:28])[N:18]=[N:17]2)=[C:6]([C:8]2[CH:13]=[C:12]([O:14][CH3:15])[N:11]=[CH:10][N:9]=2)[CH:7]=1. (4) Given the reactants Br[C:2]1[CH:7]=[CH:6][CH:5]=[C:4]([O:8][CH:9]([CH3:11])[CH3:10])[CH:3]=1.C([Li])CCC.[CH2:17]([N:19]1[CH2:24][CH2:23][C:22](=[O:25])[CH2:21][CH2:20]1)[CH3:18].Cl, predict the reaction product. The product is: [CH2:17]([N:19]1[CH2:24][CH2:23][C:22]([OH:25])([C:2]2[CH:7]=[CH:6][CH:5]=[C:4]([O:8][CH:9]([CH3:11])[CH3:10])[CH:3]=2)[CH2:21][CH2:20]1)[CH3:18]. (5) Given the reactants [CH:1]1([CH2:4][O:5][C:6]2[CH:22]=[CH:21][C:9]3[C:10]([CH2:13][CH2:14][CH:15]4[CH2:20][CH2:19][NH:18][CH2:17][CH2:16]4)=[N:11][O:12][C:8]=3[C:7]=2[CH2:23][OH:24])[CH2:3][CH2:2]1.Cl[CH2:26][C:27]1[N:28]=[C:29]([CH3:32])[S:30][CH:31]=1.C(=O)([O-])[O-].[K+].[K+].O, predict the reaction product. The product is: [CH:1]1([CH2:4][O:5][C:6]2[CH:22]=[CH:21][C:9]3[C:10]([CH2:13][CH2:14][CH:15]4[CH2:20][CH2:19][N:18]([CH2:26][C:27]5[N:28]=[C:29]([CH3:32])[S:30][CH:31]=5)[CH2:17][CH2:16]4)=[N:11][O:12][C:8]=3[C:7]=2[CH2:23][OH:24])[CH2:3][CH2:2]1.